Predict which catalyst facilitates the given reaction. From a dataset of Catalyst prediction with 721,799 reactions and 888 catalyst types from USPTO. (1) Reactant: C([O:3][C:4](=[O:23])[CH2:5][C:6]1[CH:11]=[CH:10][C:9]([NH:12][C:13]2[O:14][C:15]3[CH:21]=[CH:20][CH:19]=[CH:18][C:16]=3[N:17]=2)=[C:8]([Cl:22])[CH:7]=1)C.[OH-].[Na+]. Product: [O:14]1[C:15]2[CH:21]=[CH:20][CH:19]=[CH:18][C:16]=2[N:17]=[C:13]1[NH:12][C:9]1[CH:10]=[CH:11][C:6]([CH2:5][C:4]([OH:23])=[O:3])=[CH:7][C:8]=1[Cl:22]. The catalyst class is: 7. (2) Reactant: Cl.[NH2:2][C@H:3]1[CH2:8][CH2:7][C@H:6]([NH:9][C:10](=[O:12])[CH3:11])[CH2:5][CH2:4]1.CCN(C(C)C)C(C)C.F[C:23]1[CH:24]=[C:25]([CH2:32][OH:33])[CH:26]=[CH:27][C:28]=1[N+:29]([O-:31])=[O:30]. Product: [OH:33][CH2:32][C:25]1[CH:26]=[CH:27][C:28]([N+:29]([O-:31])=[O:30])=[C:23]([NH:2][C@H:3]2[CH2:4][CH2:5][C@H:6]([NH:9][C:10](=[O:12])[CH3:11])[CH2:7][CH2:8]2)[CH:24]=1. The catalyst class is: 10. (3) Reactant: C(O[C:6]([N:8](C)[CH2:9][CH2:10][C:11](O)=[O:12])=O)(C)(C)C.CN(C(ON1N=NC2C=CC=NC1=2)=[N+](C)C)C.F[P-](F)(F)(F)(F)F.C(N(CC)CC)C.[NH:46]1[C:50]2[CH:51]=[CH:52][CH:53]=[CH:54][C:49]=2[N:48]=[C:47]1[C:55]1[C:56]([NH2:67])=[N:57][CH:58]=[C:59]([C:61]2[CH2:62][CH2:63][NH:64][CH2:65][CH:66]=2)[N:60]=1. The catalyst class is: 16. Product: [NH2:67][C:56]1[N:57]=[CH:58][C:59]([C:61]2[CH2:62][CH2:63][N:64]([C:11](=[O:12])[CH2:10][CH2:9][NH:8][CH3:6])[CH2:65][CH:66]=2)=[N:60][C:55]=1[C:47]1[NH:48][C:49]2[CH:54]=[CH:53][CH:52]=[CH:51][C:50]=2[N:46]=1. (4) Product: [Cl:22][C:19]1[CH:20]=[CH:21][C:16]([CH:12]2[CH2:13][CH2:14][CH2:15][N:10]([C:8]([C:6]3[CH:7]=[C:2]([O:25][CH3:24])[N:3]=[N:4][CH:5]=3)=[O:9])[CH2:11]2)=[C:17]([CH3:23])[CH:18]=1. The catalyst class is: 5. Reactant: Cl[C:2]1[N:3]=[N:4][CH:5]=[C:6]([C:8]([N:10]2[CH2:15][CH2:14][CH2:13][CH:12]([C:16]3[CH:21]=[CH:20][C:19]([Cl:22])=[CH:18][C:17]=3[CH3:23])[CH2:11]2)=[O:9])[CH:7]=1.[CH3:24][O-:25].[Na+]. (5) Reactant: [CH3:1][O:2][C:3]1[N:4]=[C:5]2[C:10](=[CH:11][CH:12]=1)[N:9]=[CH:8][CH:7]=[C:6]2[NH:13][C:14]([N:16]1[CH2:21][CH2:20][NH:19][CH2:18][CH2:17]1)=[O:15].Br[CH2:23][C:24]([C:26]1[CH:35]=[N:34][C:33]2[C:28](=[CH:29][CH:30]=[CH:31][CH:32]=2)[N:27]=1)=[O:25].C(N(C(C)C)CC)(C)C. Product: [CH3:1][O:2][C:3]1[N:4]=[C:5]2[C:10](=[CH:11][CH:12]=1)[N:9]=[CH:8][CH:7]=[C:6]2[NH:13][C:14]([N:16]1[CH2:21][CH2:20][N:19]([CH2:23][C:24](=[O:25])[C:26]2[CH:35]=[N:34][C:33]3[C:28](=[CH:29][CH:30]=[CH:31][CH:32]=3)[N:27]=2)[CH2:18][CH2:17]1)=[O:15]. The catalyst class is: 1. (6) Reactant: [Cl:1][C:2]1[C:7](B(O)O)=[CH:6][CH:5]=[CH:4][N:3]=1.FC(F)(F)S(O[C:17]1[C@@:21]2([CH3:39])[CH2:22][CH2:23][C@H:24]3[C@H:33]([C@@H:20]2[CH2:19][CH:18]=1)[CH2:32][CH:31]=[C:30]1[C@:25]3([CH3:38])[CH2:26][CH2:27][C:28](=[O:37])[N:29]1[CH:34]1[CH2:36][CH2:35]1)(=O)=O. Product: [Cl:1][C:2]1[C:7]([C:17]2[C@@:21]3([CH3:39])[CH2:22][CH2:23][C@H:24]4[C@H:33]([C@@H:20]3[CH2:19][CH:18]=2)[CH2:32][CH:31]=[C:30]2[C@:25]4([CH3:38])[CH2:26][CH2:27][C:28](=[O:37])[N:29]2[CH:34]2[CH2:36][CH2:35]2)=[CH:6][CH:5]=[CH:4][N:3]=1. The catalyst class is: 184.